From a dataset of Catalyst prediction with 721,799 reactions and 888 catalyst types from USPTO. Predict which catalyst facilitates the given reaction. (1) Reactant: [Cl:1][C:2]1[C:3]([F:28])=[C:4]([CH:8]2[C:12]([C:15]3[CH:20]=[CH:19][C:18]([Cl:21])=[CH:17][C:16]=3[F:22])([C:13]#[N:14])[CH:11]([CH2:23][C:24]([CH3:27])([CH3:26])[CH3:25])[CH2:10][NH:9]2)[CH:5]=[CH:6][CH:7]=1.[C:29](Cl)(Cl)=[O:30].C(N(CC)CC)C.[NH2:40][C:41]1[CH:45]=[CH:44][N:43]([CH2:46][C:47]([CH3:50])([OH:49])[CH3:48])[N:42]=1. Product: [OH:49][C:47]([CH3:50])([CH3:48])[CH2:46][N:43]1[CH:44]=[CH:45][C:41]([NH:40][C:29]([N:9]2[CH2:10][CH:11]([CH2:23][C:24]([CH3:25])([CH3:27])[CH3:26])[C:12]([C:15]3[CH:20]=[CH:19][C:18]([Cl:21])=[CH:17][C:16]=3[F:22])([C:13]#[N:14])[CH:8]2[C:4]2[CH:5]=[CH:6][CH:7]=[C:2]([Cl:1])[C:3]=2[F:28])=[O:30])=[N:42]1. The catalyst class is: 2. (2) Reactant: [Cl:1][C:2]1[C:7]([Cl:8])=[CH:6][CH:5]=[CH:4][C:3]=1[CH:9]1[CH2:11][O:10]1.[CH:12]1([NH2:16])[CH2:15][CH2:14][CH2:13]1. Product: [CH:12]1([NH:16][CH2:11][CH:9]([C:3]2[CH:4]=[CH:5][CH:6]=[C:7]([Cl:8])[C:2]=2[Cl:1])[OH:10])[CH2:15][CH2:14][CH2:13]1. The catalyst class is: 6. (3) Reactant: OC1C=C([N:8]2[C:17](=[O:18])[C:16]3[C:11](=[CH:12][CH:13]=[CH:14][C:15]=3[CH3:19])[N:10]=[C:9]2[CH:20]([NH:22][C:23]2[N:31]=[CH:30][N:29]=[C:28]3[C:24]=2[N:25]=[CH:26][N:27]3COCC[Si](C)(C)C)[CH3:21])C=CC=1.Br[CH2:41][C:42]([NH2:44])=[O:43].C[O:46][C:47]1[CH:48]=[C:49](N2C(=O)C3C(=CC=CC=3C)N=C2C(NC2N=CN=C3C=2N=CN3COCC[Si](C)(C)C)C)[CH:50]=[CH:51][CH:52]=1.Cl.OC1C=C(N2C(=O)C3C(=CC=CC=3C)N=C2C(NC2N=CN=C3C=2N=CN3)C)C=CC=1. Product: [CH3:19][C:15]1[CH:14]=[CH:13][CH:12]=[C:11]2[C:16]=1[C:17](=[O:18])[N:8]([CH:41]([O:46][C:47]1[CH:48]=[CH:49][CH:50]=[CH:51][CH:52]=1)[C:42]([NH2:44])=[O:43])[C:9]([CH:20]([NH:22][C:23]1[N:31]=[CH:30][N:29]=[C:28]3[C:24]=1[N:25]=[CH:26][NH:27]3)[CH3:21])=[N:10]2. The catalyst class is: 881. (4) Reactant: [O:1]1[CH2:6][CH2:5][CH2:4][CH2:3][CH:2]1[O:7][CH2:8][CH2:9][C:10]1[NH:11][C:12]2[C:17]([CH:18]=1)=[CH:16][CH:15]=[C:14]([CH2:19][OH:20])[CH:13]=2. Product: [O:1]1[CH2:6][CH2:5][CH2:4][CH2:3][CH:2]1[O:7][CH2:8][CH2:9][C:10]1[NH:11][C:12]2[C:17]([CH:18]=1)=[CH:16][CH:15]=[C:14]([CH:19]=[O:20])[CH:13]=2. The catalyst class is: 16. (5) Reactant: [CH2:1]([CH:3]([C:6]1[C:10]([C:11]([O:13][CH2:14][CH3:15])=[O:12])=[CH:9][NH:8][N:7]=1)[CH2:4][CH3:5])[CH3:2].[CH2:16](Br)[C:17]1[CH:22]=[CH:21][CH:20]=[CH:19][CH:18]=1.C(=O)([O-])[O-].[K+].[K+].Cl. Product: [CH2:16]([N:8]1[CH:9]=[C:10]([C:11]([O:13][CH2:14][CH3:15])=[O:12])[C:6]([CH:3]([CH2:4][CH3:5])[CH2:1][CH3:2])=[N:7]1)[C:17]1[CH:22]=[CH:21][CH:20]=[CH:19][CH:18]=1. The catalyst class is: 9. (6) Reactant: [Cl:1][CH2:2][CH2:3][O:4][C:5]1[CH:6]=[C:7]([C:11]2[CH:16]=[CH:15][C:14]([C:17]([NH2:19])=[O:18])=[CH:13][CH:12]=2)[CH:8]=[CH:9][CH:10]=1.BrCCOC1C=C(C2C=CC(C(N)=O)=CC=2)C=CC=1.Cl.[CH3:40][C:41]1([CH3:48])[CH2:46][CH2:45][CH:44]([NH2:47])[CH2:43][CH2:42]1.C(N(CC)CC)C. The catalyst class is: 125. Product: [ClH:1].[CH3:40][C:41]1([CH3:48])[CH2:46][CH2:45][CH:44]([NH:47][CH2:2][CH2:3][O:4][C:5]2[CH:6]=[C:7]([C:11]3[CH:16]=[CH:15][C:14]([C:17]([NH2:19])=[O:18])=[CH:13][CH:12]=3)[CH:8]=[CH:9][CH:10]=2)[CH2:43][CH2:42]1. (7) Reactant: C(OC([N:8]1[CH2:12][C:11]([F:14])([F:13])[CH2:10][C@@H:9]1[CH:15]([CH3:20])[CH2:16][C:17]([OH:19])=[O:18])=O)(C)(C)C.[ClH:21]. Product: [ClH:21].[F:14][C:11]1([F:13])[CH2:12][NH:8][C@@H:9]([CH:15]([CH3:20])[CH2:16][C:17]([OH:19])=[O:18])[CH2:10]1. The catalyst class is: 25. (8) Reactant: [F:1][C:2]1[CH:10]=[C:9]([N+:11]([O-:13])=[O:12])[C:8](F)=[CH:7][C:3]=1[C:4]([OH:6])=[O:5].[C:15]([O-])([O-])=[O:16].[Cs+].[Cs+].CO.Cl. Product: [F:1][C:2]1[CH:10]=[C:9]([N+:11]([O-:13])=[O:12])[C:8]([O:16][CH3:15])=[CH:7][C:3]=1[C:4]([OH:6])=[O:5]. The catalyst class is: 18. (9) Reactant: [F:1][C:2]1[CH:3]=[CH:4][C:5]([N+:17]([O-])=O)=[C:6]([NH:8][C:9]2[S:10][CH:11]=[C:12](C)[C:13]=2[C:14]#[N:15])[CH:7]=1.[Sn](Cl)[Cl:21].[CH2:23](O)[CH3:24]. Product: [ClH:21].[F:1][C:2]1[CH:3]=[CH:4][C:5]2[N:17]=[C:14]([NH2:15])[C:13]3[CH:12]=[C:11]([CH2:23][CH3:24])[S:10][C:9]=3[NH:8][C:6]=2[CH:7]=1. The catalyst class is: 126. (10) Reactant: [F:1][C:2]([F:7])([F:6])[C:3]([OH:5])=[O:4].[C:8]1([C:14]2[CH:19]=[C:18]([CH:20]3[CH2:25][CH2:24][NH:23][CH2:22][CH2:21]3)[CH:17]=[CH:16][C:15]=2[NH:26][C:27]([C:29]2[NH:30][CH:31]=[C:32]([C:34]#[N:35])[N:33]=2)=[O:28])[CH2:13][CH2:12][CH2:11][CH2:10][CH:9]=1.C([O-])([O-])=O.[K+].[K+].F[C:43]1[CH:48]=[CH:47][CH:46]=[CH:45][N:44]=1.CN(C)C(=O)C. Product: [F:1][C:2]([F:7])([F:6])[C:3]([OH:5])=[O:4].[C:8]1([C:14]2[CH:19]=[C:18]([CH:20]3[CH2:21][CH2:22][N:23]([C:43]4[CH:48]=[CH:47][CH:46]=[CH:45][N:44]=4)[CH2:24][CH2:25]3)[CH:17]=[CH:16][C:15]=2[NH:26][C:27]([C:29]2[NH:30][CH:31]=[C:32]([C:34]#[N:35])[N:33]=2)=[O:28])[CH2:13][CH2:12][CH2:11][CH2:10][CH:9]=1. The catalyst class is: 6.